From a dataset of Reaction yield outcomes from USPTO patents with 853,638 reactions. Predict the reaction yield, written as a fraction of the theoretical maximum amount of product (1.0 means a 100% yield; for example, 0.34 means a 34% yield). (1) The reactants are I[CH:2]([CH3:4])[CH3:3].[N+:5]([C:8]1[CH:13]=[CH:12][CH:11]=[CH:10][C:9]=1[OH:14])([O-:7])=[O:6].C(=O)([O-])[O-].[K+].[K+].O. The catalyst is CN(C)C=O. The product is [CH:2]([O:14][C:9]1[CH:10]=[CH:11][CH:12]=[CH:13][C:8]=1[N+:5]([O-:7])=[O:6])([CH3:4])[CH3:3]. The yield is 0.900. (2) The reactants are [I:1][C:2]1[CH:3]=[C:4]2[C:9](=[CH:10][CH:11]=1)[C:8](=[O:12])[NH:7][C:6](=[O:13])/[C:5]/2=[CH:14]/OC.[CH3:17][CH:18]1[CH2:22][CH2:21][CH2:20][N:19]1[CH2:23][C:24]1[CH:29]=[CH:28][C:27]([NH2:30])=[CH:26][CH:25]=1. The catalyst is CN(C=O)C. The product is [I:1][C:2]1[CH:3]=[C:4]2[C:9](=[CH:10][CH:11]=1)[C:8](=[O:12])[NH:7][C:6](=[O:13])/[C:5]/2=[CH:14]\[NH:30][C:27]1[CH:26]=[CH:25][C:24]([CH2:23][N:19]2[CH2:20][CH2:21][CH2:22][CH:18]2[CH3:17])=[CH:29][CH:28]=1. The yield is 0.145.